From a dataset of Reaction yield outcomes from USPTO patents with 853,638 reactions. Predict the reaction yield, written as a fraction of the theoretical maximum amount of product (1.0 means a 100% yield; for example, 0.34 means a 34% yield). (1) The reactants are [CH:1]1([CH:7]([C:9]2[C:10]([CH2:24][O:25][CH3:26])=[N:11][N:12]([C:14]3[CH:19]=[CH:18][C:17]([C:20]([F:23])([F:22])[F:21])=[CH:16][N:15]=3)[CH:13]=2)O)[CH2:6][CH2:5][CH2:4][CH2:3][CH2:2]1.[NH2:27][C:28]1[CH:33]=[CH:32][C:31]([C:34]([N:36]([CH3:44])[CH2:37][CH2:38][C:39]([O:41]CC)=[O:40])=[O:35])=[CH:30][CH:29]=1. No catalyst specified. The product is [CH:1]1([CH:7]([NH:27][C:28]2[CH:29]=[CH:30][C:31]([C:34]([N:36]([CH3:44])[CH2:37][CH2:38][C:39]([OH:41])=[O:40])=[O:35])=[CH:32][CH:33]=2)[C:9]2[C:10]([CH2:24][O:25][CH3:26])=[N:11][N:12]([C:14]3[CH:19]=[CH:18][C:17]([C:20]([F:23])([F:22])[F:21])=[CH:16][N:15]=3)[CH:13]=2)[CH2:6][CH2:5][CH2:4][CH2:3][CH2:2]1. The yield is 0.0800. (2) The reactants are [NH2:1][C:2]1[CH:19]=[CH:18][C:17]([Br:20])=[CH:16][C:3]=1[O:4][CH2:5][C:6]([C:8]1[C:13]([F:14])=[CH:12][CH:11]=[CH:10][C:9]=1[F:15])=O.[BH-](OC(C)=O)(OC(C)=O)OC(C)=O.[Na+].C(O)(C(F)(F)F)=O.C(OCC)(=O)C.CCCCCC. The catalyst is C(Cl)Cl. The product is [Br:20][C:17]1[CH:18]=[CH:19][C:2]2[NH:1][CH:6]([C:8]3[C:13]([F:14])=[CH:12][CH:11]=[CH:10][C:9]=3[F:15])[CH2:5][O:4][C:3]=2[CH:16]=1. The yield is 0.960. (3) The reactants are [C:1]([O:5][C:6](=[O:12])[NH:7][O:8][CH2:9][CH2:10]Br)([CH3:4])([CH3:3])[CH3:2].[NH:13]1[CH2:18][CH2:17][O:16][CH2:15][CH2:14]1. The catalyst is CN(C=O)C.CCOC(C)=O. The product is [C:1]([O:5][C:6](=[O:12])[NH:7][O:8][CH2:9][CH2:10][N:13]1[CH2:18][CH2:17][O:16][CH2:15][CH2:14]1)([CH3:4])([CH3:3])[CH3:2]. The yield is 0.460. (4) The reactants are [NH2:1][C:2]1[CH:11]=[CH:10][CH:9]=[C:8]2[C:3]=1[C:4](=[O:21])[N:5]([CH:13]1[CH2:18][CH2:17][C:16](=[O:19])[NH:15][C:14]1=[O:20])[C:6]([CH3:12])=[N:7]2.[CH2:22]([O:29][CH2:30][C:31](Cl)=[O:32])[C:23]1[CH:28]=[CH:27][CH:26]=[CH:25][CH:24]=1. The catalyst is O1CCCC1. The product is [CH2:22]([O:29][CH2:30][C:31]([NH:1][C:2]1[CH:11]=[CH:10][CH:9]=[C:8]2[C:3]=1[C:4](=[O:21])[N:5]([CH:13]1[CH2:18][CH2:17][C:16](=[O:19])[NH:15][C:14]1=[O:20])[C:6]([CH3:12])=[N:7]2)=[O:32])[C:23]1[CH:28]=[CH:27][CH:26]=[CH:25][CH:24]=1. The yield is 0.470. (5) The yield is 0.470. The catalyst is C(Cl)Cl.CCCCC. The product is [F:7][C:17]1[CH:16]=[CH:33][C:32]2[C@@H:31]3[C@H:22]([C@H:23]4[C@@:27]([CH2:29][CH2:30]3)([CH3:28])[CH2:26][CH2:25][CH2:24]4)[CH2:21][CH2:20][C:19]=2[CH:18]=1. The reactants are F[B-](F)(F)F.B(F)(F)[F:7].CCOCC.N[C:16]1[CH:17]=[CH:18][C:19]2[CH2:20][CH2:21][C@@H:22]3[C@@H:31]([C:32]=2[CH:33]=1)[CH2:30][CH2:29][C@@:27]1([CH3:28])[C@H:23]3[CH2:24][CH2:25][CH2:26]1.C(ON=O)(C)(C)C. (6) The reactants are [CH3:1][N:2]1[C:6]2=[N:7][C:8]([N:11]3[CH:16]=[CH:15][C:14]([C:17]4[CH:22]=[CH:21][C:20]([C:23]([F:26])([F:25])[F:24])=[CH:19][N:18]=4)=[CH:13][C:12]3=[O:27])=[CH:9][CH:10]=[C:5]2[C:4]2[CH2:28][N:29](C(OC(C)(C)C)=O)[CH2:30][CH2:31][C:3]1=2.[ClH:39]. The catalyst is CO.CCOCC. The product is [ClH:39].[CH3:1][N:2]1[C:6]2=[N:7][C:8]([N:11]3[CH:16]=[CH:15][C:14]([C:17]4[CH:22]=[CH:21][C:20]([C:23]([F:24])([F:25])[F:26])=[CH:19][N:18]=4)=[CH:13][C:12]3=[O:27])=[CH:9][CH:10]=[C:5]2[C:4]2[CH2:28][NH:29][CH2:30][CH2:31][C:3]1=2. The yield is 0.760. (7) The reactants are [CH3:1][C:2]1([CH3:23])[C:7]2[CH:8]=[C:9]([C:12]3[NH:16][C:15]([C:17]#[N:18])=[C:14]([N+:19]([O-])=O)[CH:13]=3)[CH:10]=[CH:11][C:6]=2[NH:5][C:4](=[O:22])[O:3]1.[NH4+].[Cl-]. The catalyst is CCO.O.C(OCC)(=O)C.[Zn]. The product is [NH2:19][C:14]1[CH:13]=[C:12]([C:9]2[CH:10]=[CH:11][C:6]3[NH:5][C:4](=[O:22])[O:3][C:2]([CH3:1])([CH3:23])[C:7]=3[CH:8]=2)[NH:16][C:15]=1[C:17]#[N:18]. The yield is 0.240. (8) The reactants are [CH:1]1([CH2:7][N:8]2[C:13](=[O:14])[C:12]([C:15](O)=[O:16])=[CH:11][C:10]3[CH2:18][CH2:19][CH2:20][CH2:21][CH2:22][CH2:23][C:9]2=3)[CH2:6][CH2:5][CH2:4][CH2:3][CH2:2]1.Br.[NH2:25][CH:26]1[CH2:30][CH2:29][O:28][C:27]1=[O:31].C(N(CC)CC)C.CCCCCC.C(OCC)(=O)C. The catalyst is C1COCC1. The product is [O:31]=[C:27]1[CH:26]([NH:25][C:15]([C:12]2[C:13](=[O:14])[N:8]([CH2:7][CH:1]3[CH2:6][CH2:5][CH2:4][CH2:3][CH2:2]3)[C:9]3[CH2:23][CH2:22][CH2:21][CH2:20][CH2:19][CH2:18][C:10]=3[CH:11]=2)=[O:16])[CH2:30][CH2:29][O:28]1. The yield is 0.770. (9) The reactants are [CH:1]1([N:4]2[C:8]([C:9]([F:12])([F:11])[F:10])=[C:7]([CH2:13]O)[CH:6]=[N:5]2)[CH2:3][CH2:2]1.S(Cl)(Cl)=O.O.[C-:20]#[N:21].[K+]. The catalyst is C(Cl)Cl.O1CCOCC1.[Br-].C([N+](CCCC)(CCCC)CCCC)CCC.CCOC(C)=O. The product is [CH:1]1([N:4]2[C:8]([C:9]([F:12])([F:11])[F:10])=[C:7]([CH2:13][C:20]#[N:21])[CH:6]=[N:5]2)[CH2:3][CH2:2]1. The yield is 0.560. (10) The reactants are [CH3:1][CH:2]([N:4]1[C:12](/[CH:13]=[CH:14]/[C@H:15]([OH:24])[CH2:16][C@H:17]([OH:23])[CH2:18][C:19]([O:21]C)=[O:20])=[C:11]([C:25]2[CH:30]=[CH:29][C:28]([F:31])=[CH:27][CH:26]=2)[C:10]2[C:5]1=[CH:6][CH:7]=[CH:8][CH:9]=2)[CH3:3].[OH-].[Na+:33].C(#N)C. The catalyst is CO. The product is [CH3:3][CH:2]([N:4]1[C:12](/[CH:13]=[CH:14]/[CH:15]([OH:24])[CH2:16][CH:17]([OH:23])[CH2:18][C:19]([O-:21])=[O:20])=[C:11]([C:25]2[CH:26]=[CH:27][C:28]([F:31])=[CH:29][CH:30]=2)[C:10]2[CH:9]=[CH:8][CH:7]=[CH:6][C:5]1=2)[CH3:1].[Na+:33]. The yield is 0.607.